Dataset: Reaction yield outcomes from USPTO patents with 853,638 reactions. Task: Predict the reaction yield, written as a fraction of the theoretical maximum amount of product (1.0 means a 100% yield; for example, 0.34 means a 34% yield). (1) The reactants are [Br:1][C:2]1[CH:10]=[C:9]2[C:5]([CH2:6][CH2:7][C:8]2=O)=[CH:4][CH:3]=1.O1CCC[CH2:13]1. No catalyst specified. The product is [Br:1][C:2]1[CH:10]=[C:9]2[C:5]([CH2:6][CH2:7][C:8]2=[CH2:13])=[CH:4][CH:3]=1. The yield is 0.934. (2) The reactants are [CH3:1][C:2]1([CH3:16])[C:6]([CH3:8])([CH3:7])[O:5][B:4]([C:9]2[CH:10]=[CH:11][C:12]([NH2:15])=[N:13][CH:14]=2)[O:3]1.CN(C1C=CC=CN=1)C.C(N(CC)CC)C.[C:33](OC(=O)C)(=[O:35])[CH3:34]. The catalyst is ClCCl. The product is [CH3:8][C:6]1([CH3:7])[C:2]([CH3:16])([CH3:1])[O:3][B:4]([C:9]2[CH:10]=[CH:11][C:12]([NH:15][C:33](=[O:35])[CH3:34])=[N:13][CH:14]=2)[O:5]1. The yield is 0.631. (3) The reactants are [NH2:1][C:2]1[CH:7]=[CH:6][CH:5]=[C:4]([Br:8])[N:3]=1.CCN(C(C)C)C(C)C.[C:18]1([CH3:28])[CH:23]=[CH:22][C:21]([S:24](Cl)(=[O:26])=[O:25])=[CH:20][CH:19]=1. The catalyst is ClCCl. The product is [Br:8][C:4]1[N:3]=[C:2]([NH:1][S:24]([C:21]2[CH:22]=[CH:23][C:18]([CH3:28])=[CH:19][CH:20]=2)(=[O:26])=[O:25])[CH:7]=[CH:6][CH:5]=1. The yield is 0.530. (4) The reactants are [F:1][C:2]1[CH:7]=[CH:6][C:5]([CH:8]2[C:13]3=[N:14][NH:15][C:16](=[O:21])[C:17]4[CH:18]=[CH:19][CH:20]=[C:11]([C:12]=43)[NH:10][CH:9]2[C:22]2[CH:29]=[CH:28][C:25]([CH:26]=O)=[CH:24][CH:23]=2)=[CH:4][CH:3]=1.C(O)(=O)C.[NH:34]1[CH2:37][CH2:36][CH2:35]1.[BH-](OC(C)=O)(OC(C)=O)OC(C)=O.[Na+]. The catalyst is C(Cl)Cl. The product is [N:34]1([CH2:26][C:25]2[CH:24]=[CH:23][C:22]([CH:9]3[NH:10][C:11]4[C:12]5[C:13](=[N:14][NH:15][C:16](=[O:21])[C:17]=5[CH:18]=[CH:19][CH:20]=4)[CH:8]3[C:5]3[CH:4]=[CH:3][C:2]([F:1])=[CH:7][CH:6]=3)=[CH:29][CH:28]=2)[CH2:37][CH2:36][CH2:35]1. The yield is 0.490. (5) The yield is 1.00. The catalyst is CO. The product is [CH:1]1([CH2:4][O:5][C:6]2[CH:15]=[CH:14][C:9]([C:10]([OH:12])=[O:11])=[CH:8][C:7]=2[CH:16]=[O:17])[CH2:3][CH2:2]1. The reactants are [CH:1]1([CH2:4][O:5][C:6]2[CH:15]=[CH:14][C:9]([C:10]([O:12]C)=[O:11])=[CH:8][C:7]=2[CH:16]=[O:17])[CH2:3][CH2:2]1.[OH-].[Na+].